This data is from Full USPTO retrosynthesis dataset with 1.9M reactions from patents (1976-2016). The task is: Predict the reactants needed to synthesize the given product. The reactants are: [Cl:1][C:2]1[CH:3]=[C:4]([NH:8][CH2:9][C:10]2[C:19]3[C:14](=[C:15]([F:20])[CH:16]=[CH:17][CH:18]=3)[NH:13][C:12](=[O:21])[CH:11]=2)[CH:5]=[CH:6][CH:7]=1.[O:22]1[C:26]([C:27](O)=[O:28])=[CH:25][CH:24]=[N:23]1. Given the product [Cl:1][C:2]1[CH:3]=[C:4]([N:8]([CH2:9][C:10]2[C:19]3[C:14](=[C:15]([F:20])[CH:16]=[CH:17][CH:18]=3)[NH:13][C:12](=[O:21])[CH:11]=2)[C:27]([C:26]2[O:22][N:23]=[CH:24][CH:25]=2)=[O:28])[CH:5]=[CH:6][CH:7]=1, predict the reactants needed to synthesize it.